From a dataset of Forward reaction prediction with 1.9M reactions from USPTO patents (1976-2016). Predict the product of the given reaction. (1) Given the reactants C(OC([N:8]1[CH2:16][C:15]2[C:10](=[C:11]([CH:25]=[CH:26][C:27]([O:29][CH3:30])=[O:28])[CH:12]=[CH:13][C:14]=2[O:17][CH2:18][C:19]2[CH:24]=[CH:23][CH:22]=[CH:21][CH:20]=2)[CH2:9]1)=O)(C)(C)C.FC(F)(F)C(O)=O, predict the reaction product. The product is: [CH3:30][O:29][C:27](=[O:28])[CH:26]=[CH:25][C:11]1[CH:12]=[CH:13][C:14]([O:17][CH2:18][C:19]2[CH:24]=[CH:23][CH:22]=[CH:21][CH:20]=2)=[C:15]2[C:10]=1[CH2:9][NH:8][CH2:16]2. (2) Given the reactants [C:1]([O:4][CH2:5][C:6]1[C:11]([N:12]2[CH2:24][CH2:23][N:15]3[C:16]4[CH2:17][CH2:18][CH2:19][CH2:20][C:21]=4[CH:22]=[C:14]3[C:13]2=[O:25])=[CH:10][C:9]([F:26])=[CH:8][C:7]=1[C:27]1[N:35]=[C:34]2[C:30]([N:31]=[CH:32][N:33]2COCC[Si](C)(C)C)=[C:29]([NH:44][C:45]2[CH:50]=[CH:49][C:48]([N:51]3[CH2:56][CH2:55][N:54]([CH:57]4[CH2:60][O:59][CH2:58]4)[CH2:53][CH2:52]3)=[CH:47][CH:46]=2)[N:28]=1)(=[O:3])[CH3:2].C(O)(C(F)(F)F)=O, predict the reaction product. The product is: [C:1]([O:4][CH2:5][C:6]1[C:11]([N:12]2[CH2:24][CH2:23][N:15]3[C:16]4[CH2:17][CH2:18][CH2:19][CH2:20][C:21]=4[CH:22]=[C:14]3[C:13]2=[O:25])=[CH:10][C:9]([F:26])=[CH:8][C:7]=1[C:27]1[N:35]=[C:34]2[C:30]([N:31]=[CH:32][NH:33]2)=[C:29]([NH:44][C:45]2[CH:46]=[CH:47][C:48]([N:51]3[CH2:52][CH2:53][N:54]([CH:57]4[CH2:58][O:59][CH2:60]4)[CH2:55][CH2:56]3)=[CH:49][CH:50]=2)[N:28]=1)(=[O:3])[CH3:2]. (3) Given the reactants [OH:1][C:2]1[CH:10]=[CH:9][C:5]([C:6]([OH:8])=[O:7])=[CH:4][C:3]=1[O:11][CH3:12].[CH3:13][N:14]1[CH2:19][CH2:18][N:17]([CH2:20][C:21]2[CH:49]=[CH:48][C:24]([C:25]([NH:27][C:28]3[CH:33]=[CH:32][C:31]([CH3:34])=[C:30]([NH:35][C:36]4[N:41]=[C:40]([C:42]5[CH:43]=[N:44][CH:45]=[CH:46][CH:47]=5)[CH:39]=[CH:38][N:37]=4)[CH:29]=3)=[O:26])=[CH:23][CH:22]=2)[CH2:16][CH2:15]1, predict the reaction product. The product is: [CH3:13][N:14]1[CH2:19][CH2:18][N:17]([CH2:20][C:21]2[CH:22]=[CH:23][C:24]([C:25]([NH:27][C:28]3[CH:33]=[CH:32][C:31]([CH3:34])=[C:30]([NH:35][C:36]4[N:41]=[C:40]([C:42]5[CH:43]=[N:44][CH:45]=[CH:46][CH:47]=5)[CH:39]=[CH:38][N:37]=4)[CH:29]=3)=[O:26])=[CH:48][CH:49]=2)[CH2:16][CH2:15]1.[C:6]([O-:8])(=[O:7])[C:5]1[CH:9]=[CH:10][C:2]([OH:1])=[C:3]([O:11][CH3:12])[CH:4]=1. (4) Given the reactants [CH2:1]([Cl:4])[CH:2]=[CH2:3].[CH2:5]([O:7][SiH:8]([O:12][CH2:13][CH3:14])[O:9][CH2:10][CH3:11])[CH3:6], predict the reaction product. The product is: [Cl:4][CH2:1][CH2:2][CH2:3][Si:8]([O:12][CH2:13][CH3:14])([O:9][CH2:10][CH3:11])[O:7][CH2:5][CH3:6]. (5) The product is: [CH2:13]([C:17]1[N:18]=[C:19]([CH3:46])[N:20]([C:39]2[CH:44]=[CH:43][CH:42]=[C:41]([Cl:45])[CH:40]=2)[C:21](=[O:38])[C:22]=1[CH2:23][C:24]1[CH:25]=[CH:26][C:27]([C:30]2[CH:35]=[CH:34][CH:33]=[CH:32][C:31]=2[C:36]2[NH:3][C:4](=[O:7])[O:5][N:37]=2)=[CH:28][CH:29]=1)[CH2:14][CH2:15][CH3:16]. Given the reactants [Cl-].O[NH3+:3].[C:4](=[O:7])([O-])[OH:5].[Na+].CS(C)=O.[CH2:13]([C:17]1[N:18]=[C:19]([CH3:46])[N:20]([C:39]2[CH:44]=[CH:43][CH:42]=[C:41]([Cl:45])[CH:40]=2)[C:21](=[O:38])[C:22]=1[CH2:23][C:24]1[CH:29]=[CH:28][C:27]([C:30]2[C:31]([C:36]#[N:37])=[CH:32][CH:33]=[CH:34][CH:35]=2)=[CH:26][CH:25]=1)[CH2:14][CH2:15][CH3:16], predict the reaction product. (6) Given the reactants [CH3:1][O:2][C:3](=[O:14])[C:4]1[CH:9]=[CH:8][C:7](F)=[C:6]([N+:11]([O-:13])=[O:12])[CH:5]=1.CCN(C(C)C)C(C)C.[F:24][C:25]([F:34])([F:33])[CH:26]1[CH2:31][CH2:30][CH2:29][CH2:28][CH:27]1[NH2:32].Cl, predict the reaction product. The product is: [CH3:1][O:2][C:3](=[O:14])[C:4]1[CH:9]=[CH:8][C:7]([NH:32][CH:27]2[CH2:28][CH2:29][CH2:30][CH2:31][CH:26]2[C:25]([F:24])([F:33])[F:34])=[C:6]([N+:11]([O-:13])=[O:12])[CH:5]=1. (7) Given the reactants [F:1][C:2]1[CH:7]=[N:6][C:5]([C:8]2[CH:12]=[CH:11][NH:10][N:9]=2)=[C:4]2[NH:13][CH:14]=[C:15]([C:16](=[O:36])[C:17]([N:19]3[CH2:24][CH2:23][N:22]([C:25]4[N:29]([C:30]5[CH:35]=[CH:34][CH:33]=[CH:32][CH:31]=5)[N:28]=[N:27][N:26]=4)[CH2:21][CH2:20]3)=[O:18])[C:3]=12.[H-].[Na+].Cl.Cl[CH2:41][CH2:42][N:43]([CH3:45])[CH3:44], predict the reaction product. The product is: [CH3:44][N:43]([CH3:45])[CH2:42][CH2:41][N:10]1[CH:11]=[CH:12][C:8]([C:5]2[N:6]=[CH:7][C:2]([F:1])=[C:3]3[C:15]([C:16](=[O:36])[C:17]([N:19]4[CH2:24][CH2:23][N:22]([C:25]5[N:29]([C:30]6[CH:31]=[CH:32][CH:33]=[CH:34][CH:35]=6)[N:28]=[N:27][N:26]=5)[CH2:21][CH2:20]4)=[O:18])=[CH:14][NH:13][C:4]=23)=[N:9]1.